Task: Predict the product of the given reaction.. Dataset: Forward reaction prediction with 1.9M reactions from USPTO patents (1976-2016) (1) The product is: [Cl:1][C:2]1[CH:3]=[C:4]([C@@H:9]2[CH2:18][CH2:17][C@H:16]([NH:19][CH3:20])[C:15]3[CH:14]=[C:13]([C:21]([NH2:22])=[O:24])[CH:12]=[CH:11][C:10]2=3)[CH:5]=[CH:6][C:7]=1[Cl:8]. Given the reactants [Cl:1][C:2]1[CH:3]=[C:4]([C@@H:9]2[CH2:18][CH2:17][C@H:16]([NH:19][CH3:20])[C:15]3[CH:14]=[C:13]([C:21]#[N:22])[CH:12]=[CH:11][C:10]2=3)[CH:5]=[CH:6][C:7]=1[Cl:8].C(=O)(O)[O-:24].[Na+], predict the reaction product. (2) Given the reactants [CH3:1][CH:2]([CH3:5])[CH2:3][OH:4].F[C:7]1[CH:14]=[CH:13][C:10]([CH:11]=[O:12])=[CH:9][C:8]=1[N+:15]([O-:17])=[O:16].[CH:18]([C:20]1[CH:21]=[CH:22][C:23]([O:27][CH2:28][CH:29]([CH3:31])[CH3:30])=[C:24]([CH:26]=1)[NH2:25])=[O:19].[NH2:32][C:33]1[S:34][CH:35]=[CH:36][N:37]=1, predict the reaction product. The product is: [CH3:1][CH:2]([CH3:5])[CH2:3][O:4][C:7]1[CH:14]=[CH:13][C:10]([CH:11]=[O:12])=[CH:9][C:8]=1[N+:15]([O-:17])=[O:16].[CH:18]([C:20]1[CH:21]=[CH:22][C:23]([O:27][CH2:28][CH:29]([CH3:31])[CH3:30])=[C:24]([NH:25][C:3]([NH:32][C:33]2[S:34][CH:35]=[CH:36][N:37]=2)=[O:4])[CH:26]=1)=[O:19].